From a dataset of Reaction yield outcomes from USPTO patents with 853,638 reactions. Predict the reaction yield, written as a fraction of the theoretical maximum amount of product (1.0 means a 100% yield; for example, 0.34 means a 34% yield). (1) The reactants are I[C:2]1[C:10]2[C:5](=[N:6][CH:7]=[C:8]([C:11]3[CH:12]=[C:13]([O:17]S(C4C=CC(C)=CC=4)(=O)=O)[CH:14]=[CH:15][CH:16]=3)[CH:9]=2)[N:4](S(C2C=CC(C)=CC=2)(=O)=O)[CH:3]=1.C(=O)([O-])[O-].[K+].[K+].[C:44]1([SH:50])[CH:49]=[CH:48][CH:47]=[CH:46][CH:45]=1.C(O)CO.[OH-].[K+].Cl. The catalyst is [Cu]I.C(O)(C)C. The product is [C:44]1([S:50][C:2]2[C:10]3[C:5](=[N:6][CH:7]=[C:8]([C:11]4[CH:12]=[C:13]([OH:17])[CH:14]=[CH:15][CH:16]=4)[CH:9]=3)[NH:4][CH:3]=2)[CH:49]=[CH:48][CH:47]=[CH:46][CH:45]=1. The yield is 0.170. (2) The reactants are [Cl:1][C:2]1[C:3]([CH3:12])=[C:4]([S:8](Cl)(=[O:10])=[O:9])[CH:5]=[CH:6][CH:7]=1.N1C=CC=CC=1.[CH3:19][C:20]1[C:21]2[CH:28]=[C:27]([NH2:29])[CH:26]=[CH:25][C:22]=2[S:23][CH:24]=1.C([O-])(O)=O.[Na+]. The catalyst is ClCCl. The product is [Cl:1][C:2]1[C:3]([CH3:12])=[C:4]([S:8]([NH:29][C:27]2[CH:26]=[CH:25][C:22]3[S:23][CH:24]=[C:20]([CH3:19])[C:21]=3[CH:28]=2)(=[O:10])=[O:9])[CH:5]=[CH:6][CH:7]=1. The yield is 0.460. (3) The reactants are Cl[CH2:2][C:3]1[N:4]=[C:5]([NH:8][C:9](=[O:11])[CH3:10])[S:6][CH:7]=1.[CH3:12][NH:13][CH3:14]. The catalyst is C1COCC1. The product is [CH3:12][N:13]([CH2:2][C:3]1[N:4]=[C:5]([NH:8][C:9](=[O:11])[CH3:10])[S:6][CH:7]=1)[CH3:14]. The yield is 0.800. (4) The reactants are [CH3:1][S:2]([O-:4])=[O:3].[Na+].Cl[CH:7]([CH3:13])[C:8]([O:10][CH2:11][CH3:12])=[O:9]. The catalyst is C(O)C. The product is [CH3:1][S:2]([CH:7]([CH3:13])[C:8]([O:10][CH2:11][CH3:12])=[O:9])(=[O:4])=[O:3]. The yield is 0.730. (5) The reactants are [CH2:1]([N:5]1[CH:9]=[CH:8][N:7]=[N:6]1)[CH2:2][C:3]#[CH:4].B1C2CCCC1CCC2.[C:19]([O:23][C:24](=[O:33])[NH:25][C:26]1[CH:31]=[CH:30][C:29](I)=[CH:28][CH:27]=1)([CH3:22])([CH3:21])[CH3:20].C(=O)([O-])[O-].[K+].[K+]. The catalyst is C1COCC1.CN(C)C=O.C(OCC)(=O)C. The product is [C:19]([O:23][C:24](=[O:33])[NH:25][C:26]1[CH:27]=[CH:28][C:29]([CH:4]=[CH:3][CH2:2][CH2:1][N:5]2[CH:9]=[CH:8][N:7]=[N:6]2)=[CH:30][CH:31]=1)([CH3:22])([CH3:20])[CH3:21]. The yield is 0.330. (6) The reactants are [CH3:1][O:2][C:3]1[CH:4]=[C:5]2[C:9](=[CH:10][CH:11]=1)[NH:8][C:7](=[O:12])[C:6]2=[CH:13][C:14]1[CH:22]=[C:21]2[C:17]([C:18](/[CH:23]=[CH:24]/[C:25]3[CH:26]=[N:27][C:28]([N:31]4[CH2:36][CH2:35][N:34]([CH3:37])[CH2:33][CH2:32]4)=[CH:29][CH:30]=3)=[N:19][NH:20]2)=[CH:16][CH:15]=1.[CH3:38]CN(CC)CC.CCOCC.C(Cl)Cl. The catalyst is C(Cl)(Cl)Cl.CO. The product is [CH3:1][O:2][C:3]1[CH:4]=[C:5]2[C:9](=[CH:10][CH:11]=1)[NH:8][C:7](=[O:12])[C@:6]12[CH2:38][C@@H:13]1[C:14]1[CH:22]=[C:21]2[C:17]([C:18](/[CH:23]=[CH:24]/[C:25]3[CH:26]=[N:27][C:28]([N:31]4[CH2:36][CH2:35][N:34]([CH3:37])[CH2:33][CH2:32]4)=[CH:29][CH:30]=3)=[N:19][NH:20]2)=[CH:16][CH:15]=1. The yield is 0.0400. (7) The reactants are [CH3:1][O:2][C:3](=[O:31])[C@H:4]([CH2:21][C:22]1[CH:27]=[CH:26][C:25]([N+:28]([O-:30])=[O:29])=[CH:24][CH:23]=1)[NH:5][C:6]([C:8]1([CH2:13][CH2:14][CH2:15][CH2:16][S:17]([CH3:20])(=[O:19])=[O:18])[CH2:12][CH2:11][CH2:10][CH2:9]1)=O.C1COCC1.COC1C=CC(P2(SP(C3C=CC(OC)=CC=3)(=S)S2)=[S:46])=CC=1.C(=O)(O)[O-].[Na+]. The catalyst is C1(C)C=CC=CC=1. The product is [CH3:1][O:2][C:3](=[O:31])[C@H:4]([CH2:21][C:22]1[CH:27]=[CH:26][C:25]([N+:28]([O-:30])=[O:29])=[CH:24][CH:23]=1)[NH:5][C:6]([C:8]1([CH2:13][CH2:14][CH2:15][CH2:16][S:17]([CH3:20])(=[O:19])=[O:18])[CH2:12][CH2:11][CH2:10][CH2:9]1)=[S:46]. The yield is 0.440. (8) The reactants are [F:1][C:2]1[CH:22]=[CH:21][CH:20]=[C:19]([F:23])[C:3]=1[CH2:4][C:5]1[C:6](=[O:18])[NH:7][C:8](=[O:17])[N:9]([C:11]2[CH:16]=[CH:15][CH:14]=[CH:13][CH:12]=2)[N:10]=1.[C:37]1(P([C:37]2[CH:42]=[CH:41][CH:40]=[CH:39][CH:38]=2)[C:37]2[CH:42]=[CH:41][CH:40]=[CH:39][CH:38]=2)[CH:42]=[CH:41][CH:40]=[CH:39][CH:38]=1.[N:43](C(OCC)=O)=NC(OCC)=O.F[C:56](F)(F)[C:57](O)=O. The catalyst is C1COCC1.ClCCl. The product is [NH2:43][C@H:56]([C:37]1[CH:38]=[CH:39][CH:40]=[CH:41][CH:42]=1)[CH2:57][N:7]1[C:6](=[O:18])[C:5]([CH2:4][C:3]2[C:19]([F:23])=[CH:20][CH:21]=[CH:22][C:2]=2[F:1])=[N:10][N:9]([C:11]2[CH:12]=[CH:13][CH:14]=[CH:15][CH:16]=2)[C:8]1=[O:17]. The yield is 0.430. (9) The reactants are [CH3:1]N(C=O)C.C(Cl)(=O)C(Cl)=O.[CH2:12]([O:19][C:20]1[CH:29]=[C:28]2[C:23](C(=O)N[CH:26]=[N:27]2)=[CH:22][C:21]=1[O:31][CH3:32])[C:13]1[CH:18]=[CH:17][CH:16]=[CH:15][CH:14]=1.O.[CH:34]([Cl:37])(Cl)Cl. The catalyst is C(Cl)Cl. The product is [CH2:12]([O:19][C:20]1[CH:29]=[C:28]2[C:23]([C:34]([Cl:37])=[CH:1][CH:26]=[N:27]2)=[CH:22][C:21]=1[O:31][CH3:32])[C:13]1[CH:18]=[CH:17][CH:16]=[CH:15][CH:14]=1. The yield is 0.480. (10) The reactants are P(Br)(Br)[Br:2].CN(C)[CH:7]=[O:8].[F:10][C:11]1[CH:12]=[C:13]2[C:18](=[C:19]([F:21])[CH:20]=1)[CH2:17][C:16](=O)[CH2:15][CH2:14]2.C(=O)(O)[O-].[Na+]. The catalyst is C(Cl)(Cl)Cl. The product is [Br:2][C:16]1[CH2:15][CH2:14][C:13]2[C:18](=[C:19]([F:21])[CH:20]=[C:11]([F:10])[CH:12]=2)[C:17]=1[CH:7]=[O:8]. The yield is 0.580.